Dataset: Peptide-MHC class II binding affinity with 134,281 pairs from IEDB. Task: Regression. Given a peptide amino acid sequence and an MHC pseudo amino acid sequence, predict their binding affinity value. This is MHC class II binding data. (1) The peptide sequence is RDGHEKPMNVQSLGW. The MHC is HLA-DQA10201-DQB10303 with pseudo-sequence HLA-DQA10201-DQB10303. The binding affinity (normalized) is 0.333. (2) The peptide sequence is VASRKASNTILPLMA. The MHC is DRB1_0301 with pseudo-sequence DRB1_0301. The binding affinity (normalized) is 0.385.